From a dataset of Reaction yield outcomes from USPTO patents with 853,638 reactions. Predict the reaction yield, written as a fraction of the theoretical maximum amount of product (1.0 means a 100% yield; for example, 0.34 means a 34% yield). (1) The reactants are [Si:1]([O:18][CH:19]1[CH2:22][N:21]([C:23]2[O:24][CH:25]=[C:26]([C:28](OC)=[O:29])[N:27]=2)[CH2:20]1)([C:14]([CH3:17])([CH3:16])[CH3:15])([C:8]1[CH:13]=[CH:12][CH:11]=[CH:10][CH:9]=1)[C:2]1[CH:7]=[CH:6][CH:5]=[CH:4][CH:3]=1.[CH3:32][O:33][CH:34]1[CH2:37][NH:36][CH2:35]1.C[Al](C)C.C(O)(=O)C. The catalyst is C1(C)C=CC=CC=1.C(OCC)(=O)C. The product is [Si:1]([O:18][CH:19]1[CH2:20][N:21]([C:23]2[O:24][CH:25]=[C:26]([C:28]([N:36]3[CH2:37][CH:34]([O:33][CH3:32])[CH2:35]3)=[O:29])[N:27]=2)[CH2:22]1)([C:14]([CH3:15])([CH3:16])[CH3:17])([C:2]1[CH:7]=[CH:6][CH:5]=[CH:4][CH:3]=1)[C:8]1[CH:9]=[CH:10][CH:11]=[CH:12][CH:13]=1. The yield is 0.900. (2) The reactants are [CH2:1]([O:4][C@@H:5]1[C@@H:9]([CH2:10][OH:11])[O:8][C@@H:7]([N:12]2[CH:19]=[C:18](I)[C:16](=[O:17])[NH:15][C:13]2=[O:14])[CH2:6]1)[CH:2]=[CH2:3].C(N(CC)CC)C.[CH2:28]([NH:31][C:32](=[O:37])[C:33]([F:36])([F:35])[F:34])[C:29]#[CH:30]. The catalyst is CN(C=O)C.[Cu]I.C1C=CC([P]([Pd]([P](C2C=CC=CC=2)(C2C=CC=CC=2)C2C=CC=CC=2)([P](C2C=CC=CC=2)(C2C=CC=CC=2)C2C=CC=CC=2)[P](C2C=CC=CC=2)(C2C=CC=CC=2)C2C=CC=CC=2)(C2C=CC=CC=2)C2C=CC=CC=2)=CC=1. The product is [CH2:1]([O:4][C@@H:5]1[C@@H:9]([CH2:10][OH:11])[O:8][C@@H:7]([N:12]2[CH:19]=[C:18]([C:30]#[C:29][CH2:28][NH:31][C:32](=[O:37])[C:33]([F:36])([F:35])[F:34])[C:16](=[O:17])[NH:15][C:13]2=[O:14])[CH2:6]1)[CH:2]=[CH2:3]. The yield is 0.950.